Dataset: Forward reaction prediction with 1.9M reactions from USPTO patents (1976-2016). Task: Predict the product of the given reaction. (1) Given the reactants [Si]([O:8][CH2:9][C:10]1[CH:15]=[CH:14][C:13]([NH:16][C:17](=[O:48])[NH:18][C:19]2([CH2:37][C:38]([NH:40][C:41]3[CH:46]=[CH:45][C:44]([CH3:47])=[CH:43][CH:42]=3)=[O:39])[C:27]3[C:22](=[CH:23][CH:24]=[CH:25][CH:26]=3)[N:21]([CH2:28][CH:29]([O:33][CH2:34][CH3:35])[O:30][CH2:31][CH3:32])[C:20]2=[O:36])=[CH:12][CH:11]=1)(C(C)(C)C)(C)C.S(=O)(=O)(O)O.O.C(OCC)(=O)C, predict the reaction product. The product is: [CH2:31]([O:30][CH:29]([O:33][CH2:34][CH3:35])[CH2:28][N:21]1[C:22]2[C:27](=[CH:26][CH:25]=[CH:24][CH:23]=2)[C:19]([NH:18][C:17]([NH:16][C:13]2[CH:12]=[CH:11][C:10]([CH2:9][OH:8])=[CH:15][CH:14]=2)=[O:48])([CH2:37][C:38]([NH:40][C:41]2[CH:46]=[CH:45][C:44]([CH3:47])=[CH:43][CH:42]=2)=[O:39])[C:20]1=[O:36])[CH3:32]. (2) Given the reactants [CH2:1]([N:5]1[CH2:11][CH2:10][C:9](=[O:12])[N:8]([CH3:13])[C:7]2[CH:14]=[N:15][C:16](Cl)=[N:17][C:6]1=2)[CH2:2][CH2:3][CH3:4].[NH2:19][C:20]1[CH:28]=[CH:27][C:23]([C:24]([OH:26])=[O:25])=[CH:22][C:21]=1[O:29][CH3:30].C(O)C, predict the reaction product. The product is: [CH2:1]([N:5]1[CH2:11][CH2:10][C:9](=[O:12])[N:8]([CH3:13])[C:7]2[CH:14]=[N:15][C:16]([NH:19][C:20]3[CH:28]=[CH:27][C:23]([C:24]([OH:26])=[O:25])=[CH:22][C:21]=3[O:29][CH3:30])=[N:17][C:6]1=2)[CH2:2][CH2:3][CH3:4]. (3) The product is: [CH2:41]([O:40][C:33]1[CH:32]=[C:28]([C:29]([N:58]2[CH2:59][CH2:60][C:55]3([CH2:54][C:53](=[O:65])[C:52]4[C:62](=[CH:63][CH:64]=[C:50]([C:47]5[NH:46][C:45](=[O:44])[O:49][N:48]=5)[CH:51]=4)[O:61]3)[CH2:56][CH2:57]2)=[O:31])[CH:27]=[C:26]([O:25][CH2:23][CH3:24])[C:34]=1[C:35]1[CH:36]=[N:37][NH:38][CH:39]=1)[CH3:42]. Given the reactants C1C=CC2N(O)N=NC=2C=1.CCN=C=NCCCN(C)C.Cl.[CH2:23]([O:25][C:26]1[CH:27]=[C:28]([CH:32]=[C:33]([O:40][CH2:41][CH3:42])[C:34]=1[C:35]1[CH:36]=[N:37][NH:38][CH:39]=1)[C:29]([OH:31])=O)[CH3:24].Cl.[O:44]=[C:45]1[O:49][N:48]=[C:47]([C:50]2[CH:51]=[C:52]3[C:62](=[CH:63][CH:64]=2)[O:61][C:55]2([CH2:60][CH2:59][NH:58][CH2:57][CH2:56]2)[CH2:54][C:53]3=[O:65])[NH:46]1, predict the reaction product. (4) Given the reactants [NH2:1][C:2]1[CH:3]=[C:4]([C:8]2[C:18]([C:19]3[CH:24]=[CH:23][N:22]=[C:21]([NH:25][C:26]4[CH:31]=[CH:30][CH:29]=[C:28]([O:32][CH2:33][CH2:34][N:35]([CH3:37])[CH3:36])[CH:27]=4)[N:20]=3)=[C:11]3[CH:12]=[CH:13][C:14]([O:16][CH3:17])=[CH:15][N:10]3[N:9]=2)[CH:5]=[CH:6][CH:7]=1.[C:38]1(/[CH:44]=[CH:45]/[CH2:46]Cl)[CH:43]=[CH:42][CH:41]=[CH:40][CH:39]=1.C1C[O:51][CH2:50]C1, predict the reaction product. The product is: [CH3:37][N:35]([CH3:36])[CH2:34][CH2:33][O:32][C:28]1[CH:27]=[C:26]([NH:25][C:21]2[N:20]=[C:19]([C:18]3[C:8]([C:4]4[CH:3]=[C:2]([NH:1][C:50]([C:44]5([C:38]6[CH:43]=[CH:42][CH:41]=[CH:40][CH:39]=6)[CH2:46][CH2:45]5)=[O:51])[CH:7]=[CH:6][CH:5]=4)=[N:9][N:10]4[CH:15]=[C:14]([O:16][CH3:17])[CH:13]=[CH:12][C:11]=34)[CH:24]=[CH:23][N:22]=2)[CH:31]=[CH:30][CH:29]=1.